From a dataset of Full USPTO retrosynthesis dataset with 1.9M reactions from patents (1976-2016). Predict the reactants needed to synthesize the given product. (1) The reactants are: [Cl:1][C:2]1[CH:3]=[C:4]([CH:8]2[CH2:13][NH:12][CH2:11][CH2:10][NH:9]2)[CH:5]=[CH:6][CH:7]=1.Cl[C:15]1[C:24]2[C:19](=[CH:20][C:21]([O:27][CH3:28])=[C:22]([O:25][CH3:26])[CH:23]=2)[N:18]=[CH:17][N:16]=1. Given the product [Cl:1][C:2]1[CH:3]=[C:4]([CH:8]2[NH:9][CH2:10][CH2:11][N:12]([C:15]3[C:24]4[C:19](=[CH:20][C:21]([O:27][CH3:28])=[C:22]([O:25][CH3:26])[CH:23]=4)[N:18]=[CH:17][N:16]=3)[CH2:13]2)[CH:5]=[CH:6][CH:7]=1, predict the reactants needed to synthesize it. (2) Given the product [C:1]([N:5]1[C:9]([C:10]2[CH:15]=[CH:14][C:13]([CH3:16])=[CH:12][CH:11]=2)=[CH:8][C:7]([CH2:17][CH2:18][CH2:19][N:32]2[CH2:33][CH2:34][N:29]([C:23]3[CH:24]=[CH:25][CH:26]=[C:27]([CH3:28])[C:22]=3[CH3:21])[CH2:30][CH2:31]2)=[N:6]1)([CH3:4])([CH3:3])[CH3:2], predict the reactants needed to synthesize it. The reactants are: [C:1]([N:5]1[C:9]([C:10]2[CH:15]=[CH:14][C:13]([CH3:16])=[CH:12][CH:11]=2)=[CH:8][C:7]([CH2:17][CH2:18][CH:19]=O)=[N:6]1)([CH3:4])([CH3:3])[CH3:2].[CH3:21][C:22]1[C:27]([CH3:28])=[CH:26][CH:25]=[CH:24][C:23]=1[N:29]1[CH2:34][CH2:33][NH:32][CH2:31][CH2:30]1.CCN(C(C)C)C(C)C.[BH-](OC(C)=O)(OC(C)=O)OC(C)=O.[Na+]. (3) Given the product [Cl:1][C:2]1[CH:3]=[CH:4][C:5]2[N:11]3[CH:12]=[CH:13][CH:14]=[C:10]3[C@@H:9]([CH2:15][CH2:16][N:17]3[NH:21][N:20]=[C:19]([CH2:22][O:23][C:24]([CH3:28])([CH3:29])[C:25]([OH:27])=[O:26])[NH:18]3)[O:8][C@H:7]([C:30]3[CH:35]=[CH:34][CH:33]=[C:32]([O:36][CH3:37])[C:31]=3[O:38][CH3:39])[C:6]=2[CH:40]=1, predict the reactants needed to synthesize it. The reactants are: [Cl:1][C:2]1[CH:3]=[CH:4][C:5]2[N:11]3[CH:12]=[CH:13][CH:14]=[C:10]3[C@@H:9]([CH2:15][CH2:16][N:17]3[N:21]=[N:20][C:19]([CH2:22][O:23][C:24]([CH3:29])([CH3:28])[C:25]([OH:27])=[O:26])=[N:18]3)[O:8][C@H:7]([C:30]3[CH:35]=[CH:34][CH:33]=[C:32]([O:36][CH3:37])[C:31]=3[O:38][CH3:39])[C:6]=2[CH:40]=1.ClC1C=CC2N3C=CC=C3[C@@H](CCN3NN=C(COC(C)(C)C(OC)=O)N3)O[C@H](C3C=CC=C(OC)C=3OC)C=2C=1.C(=O)([O-])[O-].[K+].[K+].